Dataset: Catalyst prediction with 721,799 reactions and 888 catalyst types from USPTO. Task: Predict which catalyst facilitates the given reaction. Reactant: [Cl:1][C:2]1[CH:7]=[CH:6][C:5]([NH:8][C:9]([CH:11]2[CH2:16][N:15]([C:17](=[O:29])[C:18]3[CH:23]=[CH:22][CH:21]=[C:20]([C:24]4[O:25][CH:26]=[CH:27][CH:28]=4)[CH:19]=3)[CH2:14][CH2:13][NH:12]2)=[O:10])=[CH:4][CH:3]=1.C(N(CC)CC)C.[C:37](Cl)(=[O:42])[O:38][CH2:39][CH2:40][CH3:41]. Product: [Cl:1][C:2]1[CH:7]=[CH:6][C:5]([NH:8][C:9]([CH:11]2[CH2:16][N:15]([C:17](=[O:29])[C:18]3[CH:23]=[CH:22][CH:21]=[C:20]([C:24]4[O:25][CH:26]=[CH:27][CH:28]=4)[CH:19]=3)[CH2:14][CH2:13][N:12]2[C:37]([O:38][CH2:39][CH2:40][CH3:41])=[O:42])=[O:10])=[CH:4][CH:3]=1. The catalyst class is: 4.